Dataset: Full USPTO retrosynthesis dataset with 1.9M reactions from patents (1976-2016). Task: Predict the reactants needed to synthesize the given product. (1) Given the product [Br:7][C:6]1[C:5]2[CH:8]=[C:9]([CH:12]=[O:13])[CH:10]=[CH:11][C:4]=2[O:3][CH:2]=1, predict the reactants needed to synthesize it. The reactants are: Br[CH:2]1[CH:6]([Br:7])[C:5]2[CH:8]=[C:9]([CH:12]=[O:13])[CH:10]=[CH:11][C:4]=2[O:3]1.[OH-].[K+]. (2) Given the product [O:17]1[CH2:18][CH2:19][CH:14]([NH:13][C:12]2[NH:8][N:9]=[N:10][CH:11]=2)[CH2:15][CH2:16]1, predict the reactants needed to synthesize it. The reactants are: C([N:8]1[C:12]([NH:13][CH:14]2[CH2:19][CH2:18][O:17][CH2:16][CH2:15]2)=[CH:11][N:10]=[N:9]1)C1C=CC=CC=1.C([O-])=O.[NH4+].C(O)(=O)C. (3) Given the product [Cl:1][C:2]1[CH:7]=[CH:6][C:5]([NH:8][C:9](=[O:20])[C:10]2[CH:15]=[CH:14][CH:13]=[C:12]([C:16]([F:19])([F:17])[F:18])[CH:11]=2)=[CH:4][C:3]=1[C:21]1[N:26]2[N:27]=[CH:28][C:29]([C:30]([O:32][CH3:33])=[O:31])=[C:25]2[N:24]=[CH:23][CH:22]=1, predict the reactants needed to synthesize it. The reactants are: [Cl:1][C:2]1[CH:7]=[CH:6][C:5]([NH:8][C:9](=[O:20])[C:10]2[CH:15]=[CH:14][CH:13]=[C:12]([C:16]([F:19])([F:18])[F:17])[CH:11]=2)=[CH:4][C:3]=1[C:21]1[N:26]2[N:27]=[CH:28][C:29]([C:30]([O:32][CH2:33]C)=[O:31])=[C:25]2[N:24]=[CH:23][CH:22]=1.CO.[OH-].[Na+].Cl. (4) Given the product [F:1][C:2]1[CH:3]=[C:4]([CH:5]=[CH:6][C:7]=1[O:8][C:9]1[CH:10]=[N:11][CH:12]=[C:13]([C:15]([F:16])([F:17])[F:18])[CH:14]=1)[CH2:19][O:20][C:22]1[CH:23]=[C:24]2[NH:31][C:30]([CH3:40])([CH3:39])[CH2:29][N:25]2[C:26](=[O:28])[N:27]=1, predict the reactants needed to synthesize it. The reactants are: [F:1][C:2]1[CH:3]=[C:4]([CH2:19][OH:20])[CH:5]=[CH:6][C:7]=1[O:8][C:9]1[CH:10]=[N:11][CH:12]=[C:13]([C:15]([F:18])([F:17])[F:16])[CH:14]=1.Cl[C:22]1[CH:23]=[C:24]2[N:31](C(OC(C)(C)C)=O)[C:30]([CH3:40])([CH3:39])[CH2:29][N:25]2[C:26](=[O:28])[N:27]=1. (5) The reactants are: [NH:1]1[C:5]([CH2:6][C:7]2([CH3:36])[C:15]3[C:10](=[CH:11][CH:12]=[CH:13][CH:14]=3)[N:9]([CH:16]3[CH2:21][CH2:20][N:19]([CH:22]4[C:32]5=[C:33]6[C:28](=[CH:29][CH:30]=[CH:31]5)[CH:27]=[CH:26][CH:25]=[C:24]6[CH:23]4[OH:34])[CH2:18][CH2:17]3)[C:8]2=[O:35])=[N:4][CH:3]=[N:2]1.[C:37](=O)([O-])[O-].[K+].[K+].IC.O. Given the product [OH:34][CH:23]1[C:24]2[C:33]3[C:28]([CH:27]=[CH:26][CH:25]=2)=[CH:29][CH:30]=[CH:31][C:32]=3[CH:22]1[N:19]1[CH2:20][CH2:21][CH:16]([N:9]2[C:10]3[C:15](=[CH:14][CH:13]=[CH:12][CH:11]=3)[C:7]([CH3:36])([CH2:6][C:5]3[N:1]([CH3:37])[N:2]=[CH:3][N:4]=3)[C:8]2=[O:35])[CH2:17][CH2:18]1.[OH:34][CH:23]1[C:24]2[C:33]3[C:28]([CH:27]=[CH:26][CH:25]=2)=[CH:29][CH:30]=[CH:31][C:32]=3[CH:22]1[N:19]1[CH2:20][CH2:21][CH:16]([N:9]2[C:10]3[C:15](=[CH:14][CH:13]=[CH:12][CH:11]=3)[C:7]([CH3:36])([CH2:6][C:5]3[N:4]=[CH:3][N:2]([CH3:37])[N:1]=3)[C:8]2=[O:35])[CH2:17][CH2:18]1, predict the reactants needed to synthesize it. (6) Given the product [CH3:12][O:11][Si:10]([O:15][CH3:16])([O:13][CH3:14])[CH:8]([Si:2]([CH3:7])([CH3:1])[O:3][SiH:4]([CH3:6])[CH3:5])[CH3:9], predict the reactants needed to synthesize it. The reactants are: [CH3:1][SiH:2]([CH3:7])[O:3][SiH:4]([CH3:6])[CH3:5].[CH:8]([Si:10]([O:15][CH3:16])([O:13][CH3:14])[O:11][CH3:12])=[CH2:9].